Dataset: Forward reaction prediction with 1.9M reactions from USPTO patents (1976-2016). Task: Predict the product of the given reaction. (1) The product is: [NH:2]([C:3]1[S:4][CH:19]=[C:20]([CH2:9][CH2:10][C:11]([OH:13])=[O:12])[N:5]=1)[C:1]([NH2:7])=[NH:6]. Given the reactants [C:1]([NH2:7])([NH2:6])=[N:2][C:3]([NH2:5])=[S:4].Br[CH2:9][C:10](=O)[C:11]([O:13]CC)=[O:12].[NH4+].[OH-].[CH3:19][CH2:20]O, predict the reaction product. (2) Given the reactants Cl.[Cl:2][C:3]1[CH:8]=[C:7]([S:9]([CH3:12])(=[O:11])=[O:10])[CH:6]=[CH:5][C:4]=1[N:13]1[CH:18]=[CH:17][C:16]([O:19][CH:20]2[CH2:25][CH2:24][NH:23][CH2:22][CH2:21]2)=[CH:15][C:14]1=[O:26].Cl.CC1N(C2C=CC(S(C)(=O)=O)=CC=2)C(=O)C=C(OC2CCNCC2)C=1.Cl[C:54]1[N:59]=[CH:58][C:57]([CH2:60][CH2:61][CH3:62])=[CH:56][N:55]=1.ClC1N=CC(C2CC2)=CN=1, predict the reaction product. The product is: [Cl:2][C:3]1[CH:8]=[C:7]([S:9]([CH3:12])(=[O:11])=[O:10])[CH:6]=[CH:5][C:4]=1[N:13]1[CH:18]=[CH:17][C:16]([O:19][CH:20]2[CH2:25][CH2:24][N:23]([C:54]3[N:59]=[CH:58][C:57]([CH2:60][CH2:61][CH3:62])=[CH:56][N:55]=3)[CH2:22][CH2:21]2)=[CH:15][C:14]1=[O:26]. (3) Given the reactants Br[C:2]1[CH:7]=[CH:6][C:5]([S:8]([NH:11][CH2:12][CH:13]2[CH2:15][CH2:14]2)(=[O:10])=[O:9])=[C:4]([C:16]([F:19])([F:18])[F:17])[CH:3]=1.[CH3:20][O:21][C:22]1[CH:28]=[CH:27][C:25]([NH2:26])=[CH:24][CH:23]=1.C1C=CC(P(C2C(C3C(P(C4C=CC=CC=4)C4C=CC=CC=4)=CC=C4C=3C=CC=C4)=C3C(C=CC=C3)=CC=2)C2C=CC=CC=2)=CC=1.C(=O)([O-])[O-].[Cs+].[Cs+], predict the reaction product. The product is: [CH:13]1([CH2:12][NH:11][S:8]([C:5]2[CH:6]=[CH:7][C:2]([NH:26][C:25]3[CH:27]=[CH:28][C:22]([O:21][CH3:20])=[CH:23][CH:24]=3)=[CH:3][C:4]=2[C:16]([F:19])([F:18])[F:17])(=[O:10])=[O:9])[CH2:15][CH2:14]1.